From a dataset of CYP2D6 inhibition data for predicting drug metabolism from PubChem BioAssay. Regression/Classification. Given a drug SMILES string, predict its absorption, distribution, metabolism, or excretion properties. Task type varies by dataset: regression for continuous measurements (e.g., permeability, clearance, half-life) or binary classification for categorical outcomes (e.g., BBB penetration, CYP inhibition). Dataset: cyp2d6_veith. (1) The molecule is COCCCN1CCN(c2nnc3n2-c2sc(Br)cc2C(c2ccccc2Cl)=NC3)CC1.CS(=O)(=O)O. The result is 0 (non-inhibitor). (2) The drug is CCn1c(CC(C)C)n[nH]c1=S. The result is 0 (non-inhibitor). (3) The drug is COC(=O)c1cc(-c2ccc3ccccc3c2)[nH]c(=O)c1C#N. The result is 0 (non-inhibitor). (4) The drug is CS(=O)(=O)O.O[C@@H](c1nc2ccccc2[nH]1)[C@H](O)[C@H](O)[C@@H](O)c1nc2ccccc2[nH]1. The result is 0 (non-inhibitor). (5) The drug is N#CC1=C(SCC(N)=O)NC2=C(C(=O)c3ccccc32)C1c1ccc(Cl)cc1. The result is 0 (non-inhibitor). (6) The molecule is CO[C@H]1COC(=O)C/C=C\[C@@H](C)COC(=O)[C@H]2CCCN2C(=O)C/C=C\[C@H]1C. The result is 0 (non-inhibitor). (7) The compound is NC(=O)CCCC1=NS(=O)(=O)c2ccccc2N1. The result is 0 (non-inhibitor).